This data is from Forward reaction prediction with 1.9M reactions from USPTO patents (1976-2016). The task is: Predict the product of the given reaction. (1) Given the reactants [CH2:1]([Mg]Br)[CH3:2].CON(C)[C:8]([C:10]1[S:14][C:13]2[C:15]([O:19][CH3:20])=[CH:16][CH:17]=[CH:18][C:12]=2[CH:11]=1)=[O:9], predict the reaction product. The product is: [CH3:20][O:19][C:15]1[C:13]2[S:14][C:10]([C:8](=[O:9])[CH2:1][CH3:2])=[CH:11][C:12]=2[CH:18]=[CH:17][CH:16]=1. (2) Given the reactants [OH-].[Na+].C[O:4][C:5](=[O:26])[CH2:6][CH2:7][NH:8][C:9]([C:11]1[C:12]([C:22]([F:25])([F:24])[F:23])=[N:13][N:14]([C:16]2[CH:21]=[CH:20][CH:19]=[CH:18][CH:17]=2)[CH:15]=1)=[O:10], predict the reaction product. The product is: [C:16]1([N:14]2[CH:15]=[C:11]([C:9]([NH:8][CH2:7][CH2:6][C:5]([OH:26])=[O:4])=[O:10])[C:12]([C:22]([F:24])([F:25])[F:23])=[N:13]2)[CH:17]=[CH:18][CH:19]=[CH:20][CH:21]=1. (3) Given the reactants C[CH:2]1[CH2:8][CH2:7][N:6]2[C:9](=[O:21])[C:10]3[C:15]4[CH2:16][CH2:17][CH2:18][C:19](=[O:20])[C:14]=4[S:13][C:11]=3[N:12]=[C:5]2[CH2:4][CH2:3]1.[CH3:22]C1CCC2C3C(=O)N4CCCCCC4=NC=3SC=2C1, predict the reaction product. The product is: [CH3:22][CH:18]1[CH2:17][CH2:16][C:15]2[C:10]3[C:9](=[O:21])[N:6]4[CH2:7][CH2:8][CH2:2][CH2:3][CH2:4][C:5]4=[N:12][C:11]=3[S:13][C:14]=2[C:19]1=[O:20]. (4) Given the reactants [F:1][C:2]1[CH:3]=[C:4]([N:8]2[CH2:12][CH:11]([CH2:13][OH:14])[O:10][C:9]2=[O:15])[CH:5]=[CH:6][CH:7]=1.[CH3:16][S:17](Cl)(=[O:19])=[O:18], predict the reaction product. The product is: [F:1][C:2]1[CH:3]=[C:4]([N:8]2[CH2:12][CH:11]([CH2:13][O:14][S:17]([CH3:16])(=[O:19])=[O:18])[O:10][C:9]2=[O:15])[CH:5]=[CH:6][CH:7]=1.